From a dataset of Forward reaction prediction with 1.9M reactions from USPTO patents (1976-2016). Predict the product of the given reaction. (1) Given the reactants Cl.Cl.[NH2:3][C:4]1[C:8]([NH2:9])=[C:7]([CH3:10])[S:6][C:5]=1[CH3:11].C1COCC1.[Cl:17][C:18]1[CH:23]=[CH:22][CH:21]=[C:20]([Cl:24])[C:19]=1[N:25]=[C:26]=[S:27], predict the reaction product. The product is: [NH2:3][C:4]1[C:8]([NH:9][C:26]([NH:25][C:19]2[C:20]([Cl:24])=[CH:21][CH:22]=[CH:23][C:18]=2[Cl:17])=[S:27])=[C:7]([CH3:10])[S:6][C:5]=1[CH3:11]. (2) The product is: [P:2]([OH:13])([OH:9])([O:3][CH2:54][C:21]([NH2:20])([CH3:22])[CH2:24][CH2:25][C:26]1[CH:27]=[C:28]2[C:51](=[CH:52][CH:53]=1)[C:32]1=[N:33][O:34][C:35]([C:36]3[CH:37]=[N:38][N:39]([C:45]4[CH:46]=[CH:47][CH:48]=[CH:49][CH:50]=4)[C:40]=3[C:41]([F:44])([F:43])[F:42])=[C:31]1[CH2:30][CH2:29]2)=[O:1].[C:55]([OH:16])([C:41]([F:44])([F:43])[F:42])=[O:56]. Given the reactants [O:1]=[P:2]12[O:13]P3(OP(OP(O3)([O:9]1)=O)(=O)[O:3]2)=O.P(=O)(O)(O)[OH:16].[NH2:20][C:21]([CH3:54])([CH2:24][CH2:25][C:26]1[CH:27]=[C:28]2[C:51](=[CH:52][CH:53]=1)[C:32]1=[N:33][O:34][C:35]([C:36]3[CH:37]=[N:38][N:39]([C:45]4[CH:50]=[CH:49][CH:48]=[CH:47][CH:46]=4)[C:40]=3[C:41]([F:44])([F:43])[F:42])=[C:31]1[CH2:30][CH2:29]2)[CH2:22]O.[CH3:55][OH:56], predict the reaction product.